Dataset: Forward reaction prediction with 1.9M reactions from USPTO patents (1976-2016). Task: Predict the product of the given reaction. (1) Given the reactants [NH2:1][C:2]1[C:7]([CH2:8][C:9]2[CH:14]=[CH:13][CH:12]=[CH:11][CH:10]=2)=[N:6][C:5]([C:15]2[CH:20]=[CH:19][C:18]([O:21][CH3:22])=[CH:17][C:16]=2C=C)=[C:4]([CH:25]=[CH2:26])[N:3]=1, predict the reaction product. The product is: [NH2:1][C:2]1[C:7]([CH2:8][C:9]2[CH:14]=[CH:13][CH:12]=[CH:11][CH:10]=2)=[N:6][C:5]2[C:15]3[CH:20]=[CH:19][C:18]([O:21][CH3:22])=[CH:17][C:16]=3[CH:26]=[CH:25][C:4]=2[N:3]=1. (2) Given the reactants [CH3:1][N:2]1[C:10]2[C:5](=[CH:6][CH:7]=[CH:8][CH:9]=2)[C:4]([CH:11]2[CH2:13][CH:12]2[C:14](OCC)=[O:15])=[N:3]1.[H-].[H-].[H-].[H-].[Li+].[Al+3].[OH-].[Na+].S([O-])([O-])(=O)=O.[Na+].[Na+], predict the reaction product. The product is: [CH3:1][N:2]1[C:10]2[C:5](=[CH:6][CH:7]=[CH:8][CH:9]=2)[C:4]([CH:11]2[CH2:13][CH:12]2[CH2:14][OH:15])=[N:3]1. (3) Given the reactants [CH2:1]([C:5]1[N:6]=[C:7]([CH3:27])[NH:8][C:9](=[O:26])[C:10]=1[CH2:11][C:12]1[CH:17]=[CH:16][C:15]([C:18]2[C:19]([C:24]#[N:25])=[CH:20][CH:21]=[CH:22][CH:23]=2)=[CH:14][CH:13]=1)[CH2:2][CH2:3][CH3:4].C(=O)([O-])[O-].[K+].[K+].Cl[CH2:35][C:36]1[N:37]=[C:38]([C:41]2[CH:46]=[CH:45][CH:44]=[CH:43][CH:42]=2)[S:39][CH:40]=1.CN(C)C=O, predict the reaction product. The product is: [CH2:1]([C:5]1[N:6]=[C:7]([CH3:27])[N:8]([CH2:35][C:36]2[N:37]=[C:38]([C:41]3[CH:42]=[CH:43][CH:44]=[CH:45][CH:46]=3)[S:39][CH:40]=2)[C:9](=[O:26])[C:10]=1[CH2:11][C:12]1[CH:17]=[CH:16][C:15]([C:18]2[C:19]([C:24]#[N:25])=[CH:20][CH:21]=[CH:22][CH:23]=2)=[CH:14][CH:13]=1)[CH2:2][CH2:3][CH3:4]. (4) Given the reactants [NH2:1][CH2:2][CH2:3][N:4]1[C:12]2[C:7](=[CH:8][CH:9]=[C:10]([CH2:14][O:15][CH:16]3[CH:21]([C:22]4[CH:27]=[CH:26][C:25]([O:28][CH2:29][CH2:30][CH2:31][O:32][CH2:33][C:34]5[CH:39]=[CH:38][CH:37]=[CH:36][C:35]=5[O:40][CH3:41])=[CH:24][CH:23]=4)[CH2:20][CH2:19][N:18]([C:42]([O:44][CH2:45][C:46]4[CH:51]=[CH:50][CH:49]=[CH:48][CH:47]=4)=[O:43])[CH2:17]3)[C:11]=2[Br:13])[C:6]([CH3:52])=[CH:5]1.N1C=CC=CC=1.[CH:59]1([C:62](Cl)=[O:63])[CH2:61][CH2:60]1, predict the reaction product. The product is: [Br:13][C:11]1[C:10]([CH2:14][O:15][CH:16]2[CH:21]([C:22]3[CH:23]=[CH:24][C:25]([O:28][CH2:29][CH2:30][CH2:31][O:32][CH2:33][C:34]4[CH:39]=[CH:38][CH:37]=[CH:36][C:35]=4[O:40][CH3:41])=[CH:26][CH:27]=3)[CH2:20][CH2:19][N:18]([C:42]([O:44][CH2:45][C:46]3[CH:51]=[CH:50][CH:49]=[CH:48][CH:47]=3)=[O:43])[CH2:17]2)=[CH:9][CH:8]=[C:7]2[C:12]=1[N:4]([CH2:3][CH2:2][NH:1][C:62]([CH:59]1[CH2:61][CH2:60]1)=[O:63])[CH:5]=[C:6]2[CH3:52].